Dataset: Peptide-MHC class II binding affinity with 134,281 pairs from IEDB. Task: Regression. Given a peptide amino acid sequence and an MHC pseudo amino acid sequence, predict their binding affinity value. This is MHC class II binding data. (1) The peptide sequence is NDFLKTGHYTQMVWA. The MHC is HLA-DQA10102-DQB10602 with pseudo-sequence HLA-DQA10102-DQB10602. The binding affinity (normalized) is 0.554. (2) The binding affinity (normalized) is 0.481. The peptide sequence is HLFKTTVNSLISDQL. The MHC is DRB4_0101 with pseudo-sequence DRB4_0103. (3) The binding affinity (normalized) is 0.630. The peptide sequence is LDYLRRMTVFLQGLM. The MHC is DRB1_0101 with pseudo-sequence DRB1_0101. (4) The peptide sequence is LVEALYLVCGE. The MHC is HLA-DQA10401-DQB10402 with pseudo-sequence HLA-DQA10401-DQB10402. The binding affinity (normalized) is 0.488. (5) The peptide sequence is KPLDNIKDNVGKMED. The MHC is HLA-DQA10102-DQB10602 with pseudo-sequence HLA-DQA10102-DQB10602. The binding affinity (normalized) is 0.239. (6) The peptide sequence is EVFCQTIKLDSEEYH. The MHC is DRB1_1101 with pseudo-sequence DRB1_1101. The binding affinity (normalized) is 0.457. (7) The peptide sequence is EKKYFAATQFEPLAA. The MHC is HLA-DQA10104-DQB10503 with pseudo-sequence HLA-DQA10104-DQB10503. The binding affinity (normalized) is 0.0240. (8) The peptide sequence is RQLQKIERWFVRNPF. The MHC is HLA-DQA10201-DQB10402 with pseudo-sequence HLA-DQA10201-DQB10402. The binding affinity (normalized) is 0.770.